From a dataset of Forward reaction prediction with 1.9M reactions from USPTO patents (1976-2016). Predict the product of the given reaction. Given the reactants [NH2:1][C:2]1[CH:7]=[CH:6][C:5]([NH:8][C:9]2[C:13]([C:14]([NH2:16])=[O:15])=[C:12]([NH:17][CH2:18][C:19]3[CH:24]=[CH:23][C:22]([OH:25])=[CH:21][CH:20]=3)[NH:11][N:10]=2)=[CH:4][CH:3]=1.[C:26]1([CH3:36])[CH:31]=[CH:30][C:29]([S:32](Cl)(=[O:34])=[O:33])=[CH:28][CH:27]=1.O, predict the reaction product. The product is: [OH:25][C:22]1[CH:23]=[CH:24][C:19]([CH2:18][NH:17][C:12]2[NH:11][N:10]=[C:9]([NH:8][C:5]3[CH:4]=[CH:3][C:2]([NH:1][S:32]([C:29]4[CH:30]=[CH:31][C:26]([CH3:36])=[CH:27][CH:28]=4)(=[O:34])=[O:33])=[CH:7][CH:6]=3)[C:13]=2[C:14]([NH2:16])=[O:15])=[CH:20][CH:21]=1.